Dataset: Peptide-MHC class I binding affinity with 185,985 pairs from IEDB/IMGT. Task: Regression. Given a peptide amino acid sequence and an MHC pseudo amino acid sequence, predict their binding affinity value. This is MHC class I binding data. The peptide sequence is LCFVVPDGY. The MHC is HLA-A30:02 with pseudo-sequence HLA-A30:02. The binding affinity (normalized) is 0.407.